From a dataset of Reaction yield outcomes from USPTO patents with 853,638 reactions. Predict the reaction yield, written as a fraction of the theoretical maximum amount of product (1.0 means a 100% yield; for example, 0.34 means a 34% yield). (1) The reactants are [CH3:1][O:2][C:3](=[O:66])[NH:4][CH:5](C1CCOCC1)[C:6]([N:8]1[CH2:12][C:11](F)(F)[CH2:10][CH:9]1[C:15]1[NH:16][C:17]([C:20]2[CH:25]=[CH:24][C:23]([C:26]3[CH:35]=[CH:34][C:33]4[C:28](=[CH:29][CH:30]=[C:31]([C:36]5[NH:37][C:38]([CH:41]6[CH2:45][CH2:44][CH2:43][N:42]6[C:46](=[O:59])[CH:47]([NH:54][C:55]([O:57][CH3:58])=[O:56])[C:48]6[CH:53]=[CH:52][CH:51]=[CH:50][CH:49]=6)=[N:39][CH:40]=5)[CH:32]=4)[CH:27]=3)=[CH:22][CH:21]=2)=[CH:18][N:19]=1)=[O:7].COC(N[CH:72]([CH:76]1CCOCC1)[C:73](O)=O)=O.[CH2:82](OC(N1C(C2NC(C3C=CC(B4OC(C)(C)C(C)(C)O4)=CC=3)=CN=2)CC2(CC2)C1)=O)[C:83]1C=CC=CC=1.C(OC(N1CC(F)(F)CC1C1NC(C2C=CC(B3OC(C)(C)C(C)(C)O3)=CC=2)=CN=1)=O)C1C=CC=CC=1. No catalyst specified. The product is [CH3:1][O:2][C:3](=[O:66])[NH:4][CH:5]([C:6]([N:8]1[CH:9]([C:15]2[NH:16][C:17]([C:20]3[CH:25]=[CH:24][C:23]([C:26]4[CH:35]=[CH:34][C:33]5[C:28](=[CH:29][CH:30]=[C:31]([C:36]6[NH:37][C:38]([CH:41]7[CH2:45][CH2:44][CH2:43][N:42]7[C:46](=[O:59])[CH:47]([NH:54][C:55]([O:57][CH3:58])=[O:56])[C:48]7[CH:53]=[CH:52][CH:51]=[CH:50][CH:49]=7)=[N:39][CH:40]=6)[CH:32]=5)[CH:27]=4)=[CH:22][CH:21]=3)=[CH:18][N:19]=2)[CH2:10][C:11]2([CH2:83][CH2:82]2)[CH2:12]1)=[O:7])[CH:72]([CH3:76])[CH3:73]. The yield is 0.340. (2) The reactants are [N:1]1[CH:6]=[C:5]([NH2:7])[C:4]([NH2:8])=[N:3][CH:2]=1.[C:9](N1C=CN=C1)(N1C=CN=C1)=[O:10]. The catalyst is O1CCOCC1. The product is [N:1]1[CH:6]=[C:5]2[C:4]([NH:8][C:9](=[O:10])[NH:7]2)=[N:3][CH:2]=1. The yield is 0.610. (3) The yield is 0.650. The catalyst is C(Cl)Cl. The reactants are [OH:1][CH:2]1[CH:7]([NH:8][C:9](=[O:15])[O:10][C:11]([CH3:14])([CH3:13])[CH3:12])[CH:6]=[C:5]([C:16]2[CH:21]=[CH:20][N:19]=[CH:18][C:17]=2[N+:22]([O-:24])=[O:23])[CH2:4][CH:3]1[CH3:25].C(N(CC)CC)C.[CH3:33][S:34](Cl)(=[O:36])=[O:35].O. The product is [CH3:33][S:34]([O:1][CH:2]1[CH:3]([CH3:25])[CH2:4][C:5]([C:16]2[CH:21]=[CH:20][N:19]=[CH:18][C:17]=2[N+:22]([O-:24])=[O:23])=[CH:6][CH:7]1[NH:8][C:9]([O:10][C:11]([CH3:12])([CH3:13])[CH3:14])=[O:15])(=[O:36])=[O:35]. (4) The reactants are [Si:1]([O:8][C:9]1[CH:14]=[CH:13][C:12]([C:15]2[N:16]=[C:17]([C:22]3[CH:31]=[CH:30][C:29]4[C:24](=[CH:25][CH:26]=[CH:27][CH:28]=4)[CH:23]=3)[C:18]([NH2:21])=[N:19][CH:20]=2)=[CH:11][CH:10]=1)([C:4]([CH3:7])([CH3:6])[CH3:5])([CH3:3])[CH3:2].[Si:32]([O:39][C:40]1[CH:45]=[CH:44][C:43]([CH2:46][C:47](Cl)=[O:48])=[CH:42][CH:41]=1)([C:35]([CH3:38])([CH3:37])[CH3:36])([CH3:34])[CH3:33].O. The catalyst is CN(C)C1C=CN=CC=1.N1C=CC=CC=1. The product is [Si:32]([O:39][C:40]1[CH:41]=[CH:42][C:43]([CH2:46][C:47]([NH:21][C:18]2[C:17]([C:22]3[CH:31]=[CH:30][C:29]4[C:24](=[CH:25][CH:26]=[CH:27][CH:28]=4)[CH:23]=3)=[N:16][C:15]([C:12]3[CH:11]=[CH:10][C:9]([O:8][Si:1]([C:4]([CH3:7])([CH3:5])[CH3:6])([CH3:3])[CH3:2])=[CH:14][CH:13]=3)=[CH:20][N:19]=2)=[O:48])=[CH:44][CH:45]=1)([C:35]([CH3:38])([CH3:37])[CH3:36])([CH3:34])[CH3:33]. The yield is 0.582. (5) The product is [CH2:1]([C:3]1[NH:13][C:6]2[N:7]=[C:8]([S:12][CH3:16])[NH:9][C:10](=[O:11])[C:5]=2[CH:4]=1)[CH3:2]. The catalyst is CCO. The yield is 0.840. The reactants are [CH2:1]([C:3]1[NH:13][C:6]2[N:7]=[C:8]([SH:12])[N:9]=[C:10]([OH:11])[C:5]=2[CH:4]=1)[CH3:2].[OH-].[Na+].[CH3:16]I. (6) The reactants are P(Cl)(Cl)(Cl)(Cl)Cl.B(F)(F)F.[CH3:11]COCC.CO[C:18]1[CH:19]=[C:20]([CH2:26][CH2:27][C:28]([C:30]2[C:35]([OH:36])=[CH:34][C:33]([O:37][CH3:38])=[C:32]([O:39][CH3:40])[C:31]=2[O:41][CH3:42])=[O:29])[CH:21]=[CH:22][C:23]=1OC.Cl. The catalyst is CN(C=O)C.C(OCC)(=O)C. The product is [CH2:26]([C:27]1[C:28](=[O:29])[C:30]2[C:35](=[CH:34][C:33]([O:37][CH3:38])=[C:32]([O:39][CH3:40])[C:31]=2[O:41][CH3:42])[O:36][CH:11]=1)[C:20]1[CH:19]=[CH:18][CH:23]=[CH:22][CH:21]=1. The yield is 0.590. (7) The reactants are [ClH:1].Cl.[CH3:3][C:4]1[CH:9]=[C:8]([CH3:10])[CH:7]=[C:6]([CH3:11])[C:5]=1[NH:12][CH:13]([NH:15][C:16]1[C:21]([CH3:22])=[CH:20][C:19]([CH3:23])=[CH:18][C:17]=1[CH3:24])C.[CH2:25](OC(OCC)OCC)[CH3:26].C(O)(=O)C. The catalyst is O. The product is [Cl-:1].[CH3:3][C:4]1[CH:9]=[C:8]([CH3:10])[CH:7]=[C:6]([CH3:11])[C:5]=1[NH+:12]1[CH2:26][CH2:25][N:15]([C:16]2[C:21]([CH3:22])=[CH:20][C:19]([CH3:23])=[CH:18][C:17]=2[CH3:24])[CH2:13]1. The yield is 0.970. (8) The reactants are COCCOC.C(=O)([O-])[O-].[Na+].[Na+].[CH:13]1([N:18]2[CH2:23][CH2:22][CH:21]([O:24][C:25]3[N:30]=[CH:29][C:28](Br)=[CH:27][N:26]=3)[CH2:20][CH2:19]2)[CH2:17][CH2:16][CH2:15][CH2:14]1.[N:32]1([C:37]([C:39]2[CH:44]=[CH:43][C:42](B(O)O)=[CH:41][CH:40]=2)=[O:38])[CH2:36][CH2:35][CH2:34][CH2:33]1. The catalyst is C1C=CC([P]([Pd]([P](C2C=CC=CC=2)(C2C=CC=CC=2)C2C=CC=CC=2)([P](C2C=CC=CC=2)(C2C=CC=CC=2)C2C=CC=CC=2)[P](C2C=CC=CC=2)(C2C=CC=CC=2)C2C=CC=CC=2)(C2C=CC=CC=2)C2C=CC=CC=2)=CC=1.O. The product is [CH:13]1([N:18]2[CH2:23][CH2:22][CH:21]([O:24][C:25]3[N:30]=[CH:29][C:28]([C:42]4[CH:41]=[CH:40][C:39]([C:37]([N:32]5[CH2:33][CH2:34][CH2:35][CH2:36]5)=[O:38])=[CH:44][CH:43]=4)=[CH:27][N:26]=3)[CH2:20][CH2:19]2)[CH2:17][CH2:16][CH2:15][CH2:14]1. The yield is 0.570.